From a dataset of Catalyst prediction with 721,799 reactions and 888 catalyst types from USPTO. Predict which catalyst facilitates the given reaction. (1) Reactant: C([SiH2][O:6][C:7](C)(C)[C:8]1[CH2:9][CH:10]([CH2:14][CH:15]=O)[CH2:11][CH2:12][CH:13]=1)(C)(C)C.S([CH2:29][N+:30]#[C-:31])(C1C=CC(C)=CC=1)(=O)=O.[C-]#N.[Na+].CCCC[N+:39](CCCC)(CCCC)CCCC.[F-]. Product: [NH:30]1[CH:31]=[C:15]([CH2:14][CH:10]2[CH2:9][C:8]([CH2:7][OH:6])=[CH:13][CH2:12][CH2:11]2)[N:39]=[CH:29]1. The catalyst class is: 301. (2) The catalyst class is: 2. Product: [OH:16][C:13]([C:10]1([NH:17][C:18]([C:20]2[C:28]3[C:23](=[N:24][CH:25]=[C:26]([CH:29]4[CH2:30][CH2:31]4)[N:27]=3)[NH:22][CH:21]=2)=[O:19])[CH2:11][CH2:12][NH:8][CH2:9]1)([CH3:15])[CH3:14]. Reactant: C(OC([N:8]1[CH2:12][CH2:11][C:10]([NH:17][C:18]([C:20]2[C:28]3[C:23](=[N:24][CH:25]=[C:26]([CH:29]4[CH2:31][CH2:30]4)[N:27]=3)[N:22](COCC[Si](C)(C)C)[CH:21]=2)=[O:19])([C:13]([OH:16])([CH3:15])[CH3:14])[CH2:9]1)=O)(C)(C)C.FC(F)(F)C(O)=O. (3) Reactant: [NH2:1][C:2]1[CH:7]=[C:6]([C:8]([F:11])([F:10])[F:9])[CH:5]=[CH:4][C:3]=1[C:12]1[N:17]=[CH:16][N:15]=[C:14]([NH:18][C:19]2[CH:20]=[CH:21][C:22]([Cl:30])=[C:23]3[C:28]=2[CH2:27][CH:26]([OH:29])[CH2:25][CH2:24]3)[CH:13]=1.C(N(CC)C(C)C)(C)C.[C:40]([CH2:44][C:45](Cl)=[O:46])([CH3:43])([CH3:42])[CH3:41]. Product: [Cl:30][C:22]1[C:23]2[CH2:24][CH2:25][CH:26]([OH:29])[CH2:27][C:28]=2[C:19]([NH:18][C:14]2[N:15]=[CH:16][N:17]=[C:12]([C:3]3[CH:4]=[CH:5][C:6]([C:8]([F:10])([F:11])[F:9])=[CH:7][C:2]=3[NH:1][C:45](=[O:46])[CH2:44][C:40]([CH3:43])([CH3:42])[CH3:41])[CH:13]=2)=[CH:20][CH:21]=1. The catalyst class is: 2. (4) Reactant: [F:1][C:2]1[CH:7]=[CH:6][C:5]([CH2:8][C:9]2[CH:10]=[C:11]([NH:20][CH2:21][CH2:22][N:23]([CH3:34])[C:24]([O:26][CH2:27][C:28]3[CH:33]=[CH:32][CH:31]=[CH:30][CH:29]=3)=[O:25])[C:12]([C:15]([O:17][CH2:18][CH3:19])=[O:16])=[N:13][CH:14]=2)=[CH:4][CH:3]=1.C([CH:37]([C:41](Cl)=[O:42])[C:38](Cl)=[O:39])C.[CH3:44][CH2:45][OH:46]. Product: [CH2:45]([O:46][C:41](=[O:42])[CH2:37][C:38]([N:20]([CH2:21][CH2:22][N:23]([CH3:34])[C:24]([O:26][CH2:27][C:28]1[CH:29]=[CH:30][CH:31]=[CH:32][CH:33]=1)=[O:25])[C:11]1[C:12]([C:15]([O:17][CH2:18][CH3:19])=[O:16])=[N:13][CH:14]=[C:9]([CH2:8][C:5]2[CH:4]=[CH:3][C:2]([F:1])=[CH:7][CH:6]=2)[CH:10]=1)=[O:39])[CH3:44]. The catalyst class is: 26. (5) Reactant: [CH3:1][C:2]1[CH:7]=[CH:6][C:5]([NH:8][C:9](=[O:15])[O:10][C:11]([CH3:14])([CH3:13])[CH3:12])=[CH:4][C:3]=1[O:16][C:17]1[CH:22]=[CH:21][C:20]([N+:23]([O-])=O)=[CH:19][N:18]=1.CN1CCCC1=O. Product: [NH2:23][C:20]1[CH:21]=[CH:22][C:17]([O:16][C:3]2[CH:4]=[C:5]([NH:8][C:9](=[O:15])[O:10][C:11]([CH3:13])([CH3:12])[CH3:14])[CH:6]=[CH:7][C:2]=2[CH3:1])=[N:18][CH:19]=1. The catalyst class is: 129. (6) Reactant: C(O[C:9](=O)[N:10]([C@H:12]1[CH2:17][CH2:16][C@H:15]([O:18][CH2:19][C:20](=[O:28])[N:21]([CH2:23][CH2:24][N:25]([CH3:27])[CH3:26])[CH3:22])[CH2:14][CH2:13]1)C)C1C=CC=CC=1. Product: [CH3:27][N:25]([CH3:26])[CH2:24][CH2:23][N:21]([CH3:22])[C:20](=[O:28])[CH2:19][O:18][C@H:15]1[CH2:14][CH2:13][C@H:12]([NH:10][CH3:9])[CH2:17][CH2:16]1. The catalyst class is: 99. (7) Reactant: C([O:8][C@H:9]([CH3:42])[C@H:10]([O:12][C:13]1[C:18]([C:19]([F:22])([F:21])[F:20])=[CH:17][N:16]=[C:15]([NH:23][C:24]2[CH:29]=[CH:28][C:27]([S:30]([CH:39]3[CH2:41][CH2:40]3)(=[N:32][C:33](=[O:38])[C:34]([F:37])([F:36])[F:35])=[O:31])=[CH:26][CH:25]=2)[N:14]=1)[CH3:11])C1C=CC=CC=1. Product: [CH:39]1([S:30]([C:27]2[CH:26]=[CH:25][C:24]([NH:23][C:15]3[N:14]=[C:13]([O:12][C@H:10]([CH3:11])[C@H:9]([OH:8])[CH3:42])[C:18]([C:19]([F:21])([F:22])[F:20])=[CH:17][N:16]=3)=[CH:29][CH:28]=2)(=[N:32][C:33](=[O:38])[C:34]([F:36])([F:35])[F:37])=[O:31])[CH2:41][CH2:40]1. The catalyst class is: 29.